From a dataset of Reaction yield outcomes from USPTO patents with 853,638 reactions. Predict the reaction yield, written as a fraction of the theoretical maximum amount of product (1.0 means a 100% yield; for example, 0.34 means a 34% yield). The reactants are [Cl:1][C:2]1[C:7](C(O)=[O:9])=[C:6]([F:11])[C:5]([CH3:12])=[CH:4][CH:3]=1.C(Cl)Cl.C(Cl)(=O)C(Cl)=O.C[N:23]([CH:25]=[O:26])C. No catalyst specified. The product is [OH-:9].[NH4+:23].[Cl:1][C:2]1[C:7]([C:25]([NH2:23])=[O:26])=[C:6]([F:11])[C:5]([CH3:12])=[CH:4][CH:3]=1. The yield is 0.360.